The task is: Predict the reaction yield, written as a fraction of the theoretical maximum amount of product (1.0 means a 100% yield; for example, 0.34 means a 34% yield).. This data is from Reaction yield outcomes from USPTO patents with 853,638 reactions. (1) The reactants are [Cl:1][C:2]1[C:8]([O:9]C)=[CH:7][CH:6]=[C:5]([F:11])[C:3]=1[NH2:4].B(Br)(Br)Br.C([O-])(O)=O.[Na+]. The catalyst is C(Cl)Cl. The product is [NH2:4][C:3]1[C:2]([Cl:1])=[C:8]([OH:9])[CH:7]=[CH:6][C:5]=1[F:11]. The yield is 0.950. (2) The yield is 0.540. The reactants are [O:1]1[C:5]2[CH:6]=[CH:7][C:8]([CH2:10][C:11]#[N:12])=[CH:9][C:4]=2[O:3]C1.O. The catalyst is C(Cl)Cl. The product is [OH:3][C:4]1[CH:9]=[C:8]([CH2:10][C:11]#[N:12])[CH:7]=[CH:6][C:5]=1[OH:1]. (3) The reactants are C([O:8][C:9]1[CH:18]=[C:17]([C:19]([O:21][CH3:22])=[O:20])[CH:16]=[C:15]2[C:10]=1[CH2:11][CH2:12][N:13]([CH2:24][CH:25]([CH3:27])[CH3:26])[C:14]2=[O:23])C1C=CC=CC=1. The catalyst is CO.[Pd]. The product is [OH:8][C:9]1[CH:18]=[C:17]([C:19]([O:21][CH3:22])=[O:20])[CH:16]=[C:15]2[C:10]=1[CH2:11][CH2:12][N:13]([CH2:24][CH:25]([CH3:27])[CH3:26])[C:14]2=[O:23]. The yield is 0.980. (4) The reactants are C1COCC1.O.[C:7]([C:11]1[CH:16]=[C:15]([C:17]([CH3:20])([CH3:19])[CH3:18])[C:14](=[O:21])[C:13](=[O:22])[C:12]=1[N+:23]([O-:25])=[O:24])([CH3:10])([CH3:9])[CH3:8].[O-]S(S([O-])=O)=O.[Na+].[Na+]. The catalyst is CCOC(C)=O. The product is [C:7]([C:11]1[C:12]([N+:23]([O-:25])=[O:24])=[C:13]([OH:22])[C:14]([OH:21])=[C:15]([C:17]([CH3:18])([CH3:19])[CH3:20])[CH:16]=1)([CH3:8])([CH3:9])[CH3:10]. The yield is 0.740. (5) The reactants are [CH3:1][O:2][C:3]1[CH:8]=[CH:7][C:6]([S:9]([N:12]2[C:20]3[C:15](=[CH:16][CH:17]=[CH:18][CH:19]=3)[C:14]([C:21](=[O:23])[CH3:22])=[CH:13]2)(=[O:11])=[O:10])=[CH:5][C:4]=1[N:24]1[CH2:29][CH2:28][NH:27][CH2:26][CH2:25]1.[C:30]([BH3-])#N.[Na+].C=O. The catalyst is CO. The product is [CH3:1][O:2][C:3]1[CH:8]=[CH:7][C:6]([S:9]([N:12]2[C:20]3[C:15](=[CH:16][CH:17]=[CH:18][CH:19]=3)[C:14]([C:21](=[O:23])[CH3:22])=[CH:13]2)(=[O:10])=[O:11])=[CH:5][C:4]=1[N:24]1[CH2:25][CH2:26][N:27]([CH3:30])[CH2:28][CH2:29]1. The yield is 0.860. (6) The reactants are [CH3:1][C:2]([O:4][C@H:5]1[C:14]2[C@@:15]3([CH3:30])[C@@H:26]([CH2:27][O:28][CH3:29])[O:25][C:23](=[O:24])[C:17]4=[CH:18][O:19][C:20]([C:21](=[O:22])[C:13]=2[C@@H:8]2[CH2:9][CH2:10][C@H:11]([OH:12])[C@@:7]2([CH3:31])[CH2:6]1)=[C:16]34)=[O:3].[CH3:32][N:33]([CH3:38])[CH2:34][CH2:35][CH2:36][NH2:37]. The catalyst is C(Cl)Cl. The product is [C:2]([O:4][C@H:5]1[C:14]2[C@:15]3([CH3:30])[C:16](/[C:17](=[CH:18]/[NH:37][CH2:36][CH2:35][CH2:34][N:33]([CH3:38])[CH3:32])/[C:23](=[O:24])[O:25][C@@H:26]3[CH2:27][O:28][CH3:29])=[C:20]([OH:19])[C:21](=[O:22])[C:13]=2[CH:8]2[C@@:7]([CH3:31])([C@@H:11]([OH:12])[CH2:10][CH2:9]2)[CH2:6]1)(=[O:3])[CH3:1]. The yield is 0.600. (7) The reactants are C[O:2][C:3]([C:5]1[CH:6]=[C:7]2[C:12](=[CH:13][CH:14]=1)[N:11]=[CH:10][CH:9]=[N:8]2)=[O:4].[OH-].[Na+].Cl. The catalyst is C(O)C. The product is [N:11]1[C:12]2[C:7](=[CH:6][C:5]([C:3]([OH:4])=[O:2])=[CH:14][CH:13]=2)[N:8]=[CH:9][CH:10]=1. The yield is 0.766. (8) The catalyst is CN1C(=O)CCC1.CCCCCC. The yield is 0.810. The reactants are [CH3:1][O:2][C:3](=[O:53])[C@H:4]([CH2:17][C:18]1[CH:23]=[CH:22][C:21]([NH:24][C:25](=[O:52])[C@H:26]([NH:34]C(OCC2C3C(=CC=CC=3)C3C2=CC=CC=3)=O)[CH2:27][C:28]2[CH:29]=[N:30][CH:31]=[CH:32][CH:33]=2)=[CH:20][CH:19]=1)[NH:5][C:6]([C:8]1[C:13]([CH3:14])=[CH:12][CH:11]=[CH:10][C:9]=1[CH2:15][CH3:16])=[S:7].N1CCCCC1. The product is [CH3:1][O:2][C:3](=[O:53])[C@H:4]([CH2:17][C:18]1[CH:23]=[CH:22][C:21]([NH:24][C:25](=[O:52])[C@H:26]([NH2:34])[CH2:27][C:28]2[CH:29]=[N:30][CH:31]=[CH:32][CH:33]=2)=[CH:20][CH:19]=1)[NH:5][C:6]([C:8]1[C:13]([CH3:14])=[CH:12][CH:11]=[CH:10][C:9]=1[CH2:15][CH3:16])=[S:7].